From a dataset of Full USPTO retrosynthesis dataset with 1.9M reactions from patents (1976-2016). Predict the reactants needed to synthesize the given product. (1) The reactants are: [CH3:1][C@@H:2]1[CH2:6][CH2:5][CH2:4][N:3]1[CH2:7][CH2:8][C:9]1[O:10][C:11]2[CH:17]=[CH:16][C:15]([C:18]3[CH:19]=[C:20]([C:24](=[O:26])[CH3:25])[CH:21]=[CH:22][CH:23]=3)=[CH:14][C:12]=2[CH:13]=1.[BH4-].[Na+]. Given the product [CH3:1][C@@H:2]1[CH2:6][CH2:5][CH2:4][N:3]1[CH2:7][CH2:8][C:9]1[O:10][C:11]2[CH:17]=[CH:16][C:15]([C:18]3[CH:19]=[C:20]([CH:24]([OH:26])[CH3:25])[CH:21]=[CH:22][CH:23]=3)=[CH:14][C:12]=2[CH:13]=1, predict the reactants needed to synthesize it. (2) Given the product [Cl:10][C:6]1[CH:7]=[CH:8][CH:9]=[C:2]2[C:3]=1[CH:4]=[N:11][C:12]([NH2:13])=[N:1]2, predict the reactants needed to synthesize it. The reactants are: [NH2:1][C:2]1[CH:9]=[CH:8][CH:7]=[C:6]([Cl:10])[C:3]=1[CH:4]=O.[NH2:11][C:12](N)=[NH:13].C([O-])([O-])=O.[Na+].[Na+]. (3) Given the product [C:37]1([P:30](=[O:4])([C:24]2[CH:25]=[CH:26][CH:27]=[CH:28][CH:29]=2)[C:31]2[CH:36]=[CH:35][CH:34]=[CH:33][CH:32]=2)[CH:38]=[CH:39][CH:40]=[CH:41][CH:42]=1, predict the reactants needed to synthesize it. The reactants are: CC([O:4]C(/N=N/C(OC(C)C)=O)=O)C.CC1N=CSC=1CCO.[C:24]1([P:30]([C:37]2[CH:42]=[CH:41][CH:40]=[CH:39][CH:38]=2)[C:31]2[CH:36]=[CH:35][CH:34]=[CH:33][CH:32]=2)[CH:29]=[CH:28][CH:27]=[CH:26][CH:25]=1. (4) Given the product [N+:23]([C:20]1[CH:21]=[CH:22][C:17]([CH:2]([C:1]([O:8][CH3:9])=[O:7])[C:3]([O:5][CH3:6])=[O:4])=[CH:18][CH:19]=1)([O-:25])=[O:24], predict the reactants needed to synthesize it. The reactants are: [C:1]([O:8][CH3:9])(=[O:7])[CH2:2][C:3]([O:5][CH3:6])=[O:4].C([O-])([O-])=O.[K+].[K+].F[C:17]1[CH:22]=[CH:21][C:20]([N+:23]([O-:25])=[O:24])=[CH:19][CH:18]=1. (5) Given the product [CH3:1][O:2][C:3]1[CH:11]=[CH:10][C:6]2[N:7]([CH3:15])[CH:8]=[N:9][C:5]=2[CH:4]=1, predict the reactants needed to synthesize it. The reactants are: [CH3:1][O:2][C:3]1[CH:11]=[CH:10][C:6]2[N:7]=[CH:8][NH:9][C:5]=2[CH:4]=1.[H-].[Na+].I[CH3:15]. (6) Given the product [C:11]([N:1]1[C:9]2[C:4](=[CH:5][CH:6]=[CH:7][CH:8]=2)[CH2:3][C:2]1=[O:10])(=[O:13])[CH3:12], predict the reactants needed to synthesize it. The reactants are: [NH:1]1[C:9]2[C:4](=[CH:5][CH:6]=[CH:7][CH:8]=2)[CH2:3][C:2]1=[O:10].[C:11](OC(=O)C)(=[O:13])[CH3:12]. (7) Given the product [C:5]1([CH2:4][CH2:3][C:12]2[N:17]=[C:16]([O:18][C:19]3[C:24]([CH3:25])=[CH:23][C:22]([CH3:26])=[CH:21][C:20]=3[CH3:27])[C:15]([C:28]([O:30][CH3:31])=[O:29])=[CH:14][CH:13]=2)[CH:10]=[CH:9][CH:8]=[CH:7][CH:6]=1, predict the reactants needed to synthesize it. The reactants are: Br[Zn][CH2:3][CH2:4][C:5]1[CH:10]=[CH:9][CH:8]=[CH:7][CH:6]=1.Cl[C:12]1[N:17]=[C:16]([O:18][C:19]2[C:24]([CH3:25])=[CH:23][C:22]([CH3:26])=[CH:21][C:20]=2[CH3:27])[C:15]([C:28]([O:30][CH3:31])=[O:29])=[CH:14][CH:13]=1.[Na+].[Na+].C(N(CC(O)=O)CC(O)=O)CN(CC([O-])=O)CC([O-])=O.[Cl-].[NH4+]. (8) Given the product [CH3:16][NH:15][C:13]([C:8]1[CH:7]=[CH:6][C:5]2[C:10](=[CH:11][CH:12]=[C:3]([C:2]([C:17]3[N:18]=[CH:19][N:20]([C:22]([C:23]4[CH:28]=[CH:27][CH:26]=[CH:25][CH:24]=4)([C:29]4[CH:30]=[CH:31][CH:32]=[CH:33][CH:34]=4)[C:35]4[CH:40]=[CH:39][CH:38]=[CH:37][CH:36]=4)[CH:21]=3)=[O:1])[CH:4]=2)[CH:9]=1)=[O:14], predict the reactants needed to synthesize it. The reactants are: [OH:1][CH:2]([C:17]1[N:18]=[CH:19][N:20]([C:22]([C:35]2[CH:40]=[CH:39][CH:38]=[CH:37][CH:36]=2)([C:29]2[CH:34]=[CH:33][CH:32]=[CH:31][CH:30]=2)[C:23]2[CH:28]=[CH:27][CH:26]=[CH:25][CH:24]=2)[CH:21]=1)[C:3]1[CH:4]=[C:5]2[C:10](=[CH:11][CH:12]=1)[CH:9]=[C:8]([C:13]([NH:15][CH3:16])=[O:14])[CH:7]=[CH:6]2.CN(C)C(=O)C.C(OC(C)C)(C)C. (9) Given the product [NH2:22][C:3]([CH2:4][CH2:5][C:6]1[CH:11]=[CH:10][C:9]([CH2:12][CH2:13][CH2:14][CH2:15][CH2:16][CH2:17][CH2:18][CH3:19])=[CH:8][CH:7]=1)([CH2:20][OH:21])[CH2:2][OH:1], predict the reactants needed to synthesize it. The reactants are: [OH:1][CH2:2][C:3]([NH:22]C(=O)C)([CH2:20][OH:21])[CH2:4][CH2:5][C:6]1[CH:11]=[CH:10][C:9]([CH2:12][CH2:13][CH2:14][CH2:15][CH2:16][CH2:17][CH2:18][CH3:19])=[CH:8][CH:7]=1.